This data is from Human liver microsome stability data. The task is: Regression/Classification. Given a drug SMILES string, predict its absorption, distribution, metabolism, or excretion properties. Task type varies by dataset: regression for continuous measurements (e.g., permeability, clearance, half-life) or binary classification for categorical outcomes (e.g., BBB penetration, CYP inhibition). Dataset: hlm. (1) The drug is O=C(O)C1(Sc2ccnc3ccc(C(F)(F)F)cc23)CCC1. The result is 0 (unstable in human liver microsomes). (2) The compound is COc1cc2ncnc(Nc3c(F)ccc(O)c3C)c2cc1OC. The result is 0 (unstable in human liver microsomes). (3) The molecule is O=c1c(-c2ccccc2)c2ccccn2c(=O)n1CCCCN1CC=C(c2c[nH]c3ccc(Br)cc23)CC1. The result is 0 (unstable in human liver microsomes). (4) The compound is O=C1CC(c2c[nH]c3ccccc23)C(=O)N1CCCCN1CCC(c2c[nH]c3ccc(F)cc23)CC1. The result is 1 (stable in human liver microsomes). (5) The molecule is COc1ccc(CCN2C(=O)N(NS(=O)(=O)Cc3cccnc3)C[C@@H]2c2ccc(OC)cc2)cc1. The result is 1 (stable in human liver microsomes). (6) The result is 0 (unstable in human liver microsomes). The molecule is Cc1ccc2c(=O)n([C@H](C)CO)ccc2c1NC(=O)Cc1ccc(C(F)(F)F)c(F)c1. (7) The molecule is CN1CCN(c2cccc(Nc3nc4c(-c5ccc(S(C)(=O)=O)cc5)cccn4n3)c2)CC1. The result is 0 (unstable in human liver microsomes). (8) The drug is Cc1cc(Nc2ccc(C#N)c(C(F)(F)F)c2)n2ncnc2n1. The result is 0 (unstable in human liver microsomes). (9) The drug is Cc1ccc(-c2nn(Cc3ccccc3)c(=O)c(C3=CS(=O)(=O)c4cc(NS(C)(=O)=O)ccc4N3)c2O)s1. The result is 0 (unstable in human liver microsomes). (10) The compound is CC(=O)O[C@@]12CO[C@@H]1C[C@H](O)[C@@]1(C)C(=O)[C@H](O)C3=C(C)[C@@H](OC(=O)[C@H](O)[C@@H](NC(=O)OC(C)(C)C(F)(F)F)c4ccccc4)C[C@@](O)([C@@H](OC(=O)c4cccc(F)c4)[C@H]21)C3(C)C. The result is 0 (unstable in human liver microsomes).